Dataset: Forward reaction prediction with 1.9M reactions from USPTO patents (1976-2016). Task: Predict the product of the given reaction. (1) Given the reactants C[O-].[Na+].[CH3:4][N:5]([CH3:20])[CH:6]=[CH:7][C:8]([C:10]1[CH:11]=[C:12]([NH:16][C:17](=[O:19])[CH3:18])[CH:13]=[CH:14][CH:15]=1)=[O:9].[CH2:21](I)[CH3:22], predict the reaction product. The product is: [CH3:20][N:5]([CH3:4])[CH:6]=[CH:7][C:8]([C:10]1[CH:11]=[C:12]([N:16]([CH2:21][CH3:22])[C:17](=[O:19])[CH3:18])[CH:13]=[CH:14][CH:15]=1)=[O:9]. (2) Given the reactants [CH2:1]([C:4]1[CH:8]=[C:7]([C:9]([O:11][CH2:12][CH3:13])=[O:10])[NH:6][N:5]=1)[CH2:2][CH3:3].[C:14]([O-:17])([O-])=O.[K+].[K+].BrCC[C:23]12[CH:33]=[CH:32][CH:31]=[CH:30][CH:24]1[C:25]([NH:27][C:28]2=[O:29])=O.O.[CH3:35]N(C=O)C, predict the reaction product. The product is: [C:14]1(=[O:17])[N:27]([CH2:25][CH2:35][N:6]2[C:7]([C:9]([O:11][CH2:12][CH3:13])=[O:10])=[CH:8][C:4]([CH2:1][CH2:2][CH3:3])=[N:5]2)[C:28](=[O:29])[C:23]2=[CH:24][CH:30]=[CH:31][CH:32]=[C:33]12.